Dataset: Reaction yield outcomes from USPTO patents with 853,638 reactions. Task: Predict the reaction yield, written as a fraction of the theoretical maximum amount of product (1.0 means a 100% yield; for example, 0.34 means a 34% yield). (1) The reactants are [F:1][C:2]([F:15])([F:14])[C:3]1[CH:8]=[CH:7][C:6]([C:9]([F:12])([F:11])[F:10])=[CH:5][C:4]=1Br.[CH2:16]([OH:20])[CH2:17][C:18]#[CH:19].CCN(CC)CC. The catalyst is C1COCC1.Cl[Pd](Cl)([P](C1C=CC=CC=1)(C1C=CC=CC=1)C1C=CC=CC=1)[P](C1C=CC=CC=1)(C1C=CC=CC=1)C1C=CC=CC=1.[Cu]I. The product is [F:1][C:2]([F:15])([F:14])[C:3]1[CH:8]=[CH:7][C:6]([C:9]([F:12])([F:11])[F:10])=[CH:5][C:4]=1[C:19]#[C:18][CH2:17][CH2:16][OH:20]. The yield is 0.770. (2) The reactants are [CH3:1][O:2][C:3]1[CH:4]=[C:5]2[C:10](=[CH:11][C:12]=1[O:13][CH3:14])[N:9]=[CH:8][N:7]=[C:6]2[O:15][C:16]1[CH:17]=[C:18]([CH:20]=[CH:21][CH:22]=1)[NH2:19].[C:23](=O)([O-])[NH2:24].COC1C=C2C(=CC=1OC)N=CN=C2OC1C=C(N[C:49]([NH:51][C:52]2[O:56][N:55]=[C:54]([CH:57]([CH3:59])[CH3:58])[CH:53]=2)=[O:50])C=CC=1. No catalyst specified. The product is [C:23]([C:57]([C:54]1[CH:53]=[C:52]([NH:51][C:49]([NH:19][C:18]2[CH:20]=[CH:21][CH:22]=[C:16]([O:15][C:6]3[C:5]4[C:10](=[CH:11][C:12]([O:13][CH3:14])=[C:3]([O:2][CH3:1])[CH:4]=4)[N:9]=[CH:8][N:7]=3)[CH:17]=2)=[O:50])[O:56][N:55]=1)([CH3:58])[CH3:59])#[N:24]. The yield is 0.390.